From a dataset of Peptide-MHC class II binding affinity with 134,281 pairs from IEDB. Regression. Given a peptide amino acid sequence and an MHC pseudo amino acid sequence, predict their binding affinity value. This is MHC class II binding data. (1) The peptide sequence is EKKYFAITQFEPLAA. The MHC is HLA-DQA10501-DQB10201 with pseudo-sequence HLA-DQA10501-DQB10201. The binding affinity (normalized) is 0.565. (2) The peptide sequence is GNTPIFKSGRGCGSC. The MHC is DRB1_0101 with pseudo-sequence DRB1_0101. The binding affinity (normalized) is 0.269. (3) The peptide sequence is AAATATATAAVGAAT. The MHC is DRB1_1101 with pseudo-sequence DRB1_1101. The binding affinity (normalized) is 0.0424. (4) The peptide sequence is TGSRWCCWPVVPVAL. The MHC is HLA-DQA10501-DQB10201 with pseudo-sequence HLA-DQA10501-DQB10201. The binding affinity (normalized) is 0.334. (5) The peptide sequence is EKKYFGATQFEPLAA. The MHC is HLA-DQA10301-DQB10302 with pseudo-sequence HLA-DQA10301-DQB10302. The binding affinity (normalized) is 0.146. (6) The peptide sequence is SILKWHLHKVVEVPI. The MHC is H-2-IAb with pseudo-sequence H-2-IAb. The binding affinity (normalized) is 0.253. (7) The peptide sequence is APEDKYEAFVLHFSE. The MHC is HLA-DPA10201-DPB10501 with pseudo-sequence HLA-DPA10201-DPB10501. The binding affinity (normalized) is 0.522. (8) The peptide sequence is GPGEGAVQWMNRLIAFASRG. The MHC is DRB1_0701 with pseudo-sequence DRB1_0701. The binding affinity (normalized) is 0.191.